Dataset: Peptide-MHC class I binding affinity with 185,985 pairs from IEDB/IMGT. Task: Regression. Given a peptide amino acid sequence and an MHC pseudo amino acid sequence, predict their binding affinity value. This is MHC class I binding data. (1) The peptide sequence is RPQKRPSCI. The MHC is HLA-A02:03 with pseudo-sequence HLA-A02:03. The binding affinity (normalized) is 0. (2) The peptide sequence is YCTLYVTVF. The MHC is Mamu-B1001 with pseudo-sequence Mamu-B1001. The binding affinity (normalized) is 0.198. (3) The peptide sequence is RRRWQQLL. The MHC is Mamu-A07 with pseudo-sequence Mamu-A07. The binding affinity (normalized) is 0. (4) The peptide sequence is SRLGIVVLR. The MHC is HLA-B08:02 with pseudo-sequence HLA-B08:02. The binding affinity (normalized) is 0.0847. (5) The binding affinity (normalized) is 0.603. The MHC is HLA-A02:01 with pseudo-sequence HLA-A02:01. The peptide sequence is ILGILYLYET. (6) The binding affinity (normalized) is 0.420. The peptide sequence is ISVQYNLS. The MHC is H-2-Kb with pseudo-sequence H-2-Kb. (7) The peptide sequence is IQRRGAQFQ. The MHC is HLA-B40:01 with pseudo-sequence HLA-B40:01. The binding affinity (normalized) is 0.0847. (8) The peptide sequence is MMVIFRLMR. The MHC is HLA-A11:01 with pseudo-sequence HLA-A11:01. The binding affinity (normalized) is 0.647. (9) The peptide sequence is FSFFMNENF. The MHC is HLA-A02:19 with pseudo-sequence HLA-A02:19. The binding affinity (normalized) is 0.0847.